From a dataset of Reaction yield outcomes from USPTO patents with 853,638 reactions. Predict the reaction yield, written as a fraction of the theoretical maximum amount of product (1.0 means a 100% yield; for example, 0.34 means a 34% yield). (1) The product is [CH3:22][O:21][C:18]1[CH:19]=[CH:20][C:15]([C:8]2[CH:9]=[CH:10][CH:11]=[C:12]([CH2:13][Cl:3])[C:7]=2[CH2:5][CH3:6])=[CH:16][CH:17]=1. The yield is 0.710. The reactants are S(Cl)([Cl:3])=O.[CH2:5]([C:7]1[C:12]([CH2:13]O)=[CH:11][CH:10]=[CH:9][C:8]=1[C:15]1[CH:20]=[CH:19][C:18]([O:21][CH3:22])=[CH:17][CH:16]=1)[CH3:6]. The catalyst is C(Cl)Cl. (2) The reactants are [N+:1]([C:4]1[CH:13]=[C:12]2[C:7]([CH2:8][CH2:9][CH2:10][CH:11]2[OH:14])=[CH:6][CH:5]=1)([O-])=O. The catalyst is CO. The product is [NH2:1][C:4]1[CH:13]=[C:12]2[C:7]([CH2:8][CH2:9][CH2:10][CH:11]2[OH:14])=[CH:6][CH:5]=1. The yield is 0.950. (3) The reactants are [CH3:1][CH:2]([N:4]1[C:12](/[CH:13]=[CH:14]/[C@H:15]([OH:24])[CH2:16][C@H:17]([OH:23])[CH2:18][C:19]([O:21]C)=[O:20])=[C:11]([C:25]2[CH:30]=[CH:29][C:28]([F:31])=[CH:27][CH:26]=2)[C:10]2[C:5]1=[CH:6][CH:7]=[CH:8][CH:9]=2)[CH3:3].CCO.[OH-].[Na+:36].CC(O)C. The catalyst is O. The product is [CH3:3][CH:2]([N:4]1[C:12](/[CH:13]=[CH:14]/[CH:15]([OH:24])[CH2:16][CH:17]([OH:23])[CH2:18][C:19]([O-:21])=[O:20])=[C:11]([C:25]2[CH:26]=[CH:27][C:28]([F:31])=[CH:29][CH:30]=2)[C:10]2[CH:9]=[CH:8][CH:7]=[CH:6][C:5]1=2)[CH3:1].[Na+:36]. The yield is 0.628. (4) The reactants are Cl[CH2:2][C:3]1[C:4]([C:11]2[C:16]([Cl:17])=[CH:15][CH:14]=[CH:13][C:12]=2[Cl:18])=[N:5][O:6][C:7]=1[CH:8]([CH3:10])[CH3:9].[OH:19][C:20]1[CH:25]=[CH:24][C:23]([C:26]2[CH:35]=[C:34]3[C:29]([CH:30]=[CH:31][C:32]([C:36]([O:38][CH3:39])=[O:37])=[CH:33]3)=[CH:28][CH:27]=2)=[CH:22][CH:21]=1.C(=O)([O-])[O-].[Cs+].[Cs+]. The catalyst is CN(C)C=O. The product is [Cl:18][C:12]1[CH:13]=[CH:14][CH:15]=[C:16]([Cl:17])[C:11]=1[C:4]1[C:3]([CH2:2][O:19][C:20]2[CH:21]=[CH:22][C:23]([C:26]3[CH:35]=[C:34]4[C:29]([CH:30]=[CH:31][C:32]([C:36]([O:38][CH3:39])=[O:37])=[CH:33]4)=[CH:28][CH:27]=3)=[CH:24][CH:25]=2)=[C:7]([CH:8]([CH3:10])[CH3:9])[O:6][N:5]=1. The yield is 0.684. (5) The reactants are S(Cl)(Cl)=O.[Br:5][C:6]1[CH:7]=[C:8]([C:13](=[O:29])[CH2:14][C:15]([C:21]2[CH:26]=[C:25]([Cl:27])[CH:24]=[C:23]([Cl:28])[CH:22]=2)(O)[C:16]([F:19])([F:18])[F:17])[CH:9]=[CH:10][C:11]=1[F:12].N1C=CC=CC=1.Cl. The catalyst is C1(C)C=CC=CC=1. The product is [Br:5][C:6]1[CH:7]=[C:8]([C:13](=[O:29])[CH:14]=[C:15]([C:21]2[CH:22]=[C:23]([Cl:28])[CH:24]=[C:25]([Cl:27])[CH:26]=2)[C:16]([F:17])([F:18])[F:19])[CH:9]=[CH:10][C:11]=1[F:12]. The yield is 0.970. (6) The reactants are [Cl:1][C:2]1[CH:7]=[C:6]([C:8]([NH2:10])=O)[CH:5]=[C:4]([CH3:11])[N:3]=1.N1C=CC=CC=1.FC(F)(F)C(OC(=O)C(F)(F)F)=O. The catalyst is O1CCCC1. The product is [Cl:1][C:2]1[CH:7]=[C:6]([C:8]#[N:10])[CH:5]=[C:4]([CH3:11])[N:3]=1. The yield is 0.950. (7) The reactants are [Cl:1][C:2]1[CH:7]=[C:6]([Cl:8])[CH:5]=[CH:4][C:3]=1[C:9]1[N:10]([C:24]2[CH:29]=[CH:28][C:27]([OH:30])=[CH:26][CH:25]=2)[C:11]([CH3:23])=[C:12]([C:14]([NH:16][N:17]2[CH2:22][CH2:21][CH2:20][CH2:19][CH2:18]2)=[O:15])[N:13]=1.C(N(CC)CC)C.[CH3:38][C:39]([CH3:47])([CH3:46])[CH2:40][CH2:41][S:42](Cl)(=[O:44])=[O:43].O. The catalyst is ClCCl. The product is [CH3:38][C:39]([CH3:47])([CH3:46])[CH2:40][CH2:41][S:42]([O:30][C:27]1[CH:26]=[CH:25][C:24]([N:10]2[C:11]([CH3:23])=[C:12]([C:14]([NH:16][N:17]3[CH2:22][CH2:21][CH2:20][CH2:19][CH2:18]3)=[O:15])[N:13]=[C:9]2[C:3]2[CH:4]=[CH:5][C:6]([Cl:8])=[CH:7][C:2]=2[Cl:1])=[CH:29][CH:28]=1)(=[O:44])=[O:43]. The yield is 0.690.